This data is from Full USPTO retrosynthesis dataset with 1.9M reactions from patents (1976-2016). The task is: Predict the reactants needed to synthesize the given product. (1) Given the product [C:1]([O:5][C:6](=[O:26])[NH:7][C:8]1[CH:13]=[CH:12][C:11]([C:14]#[C:15][C:16]2[CH:17]=[CH:18][C:19]([F:22])=[CH:20][CH:21]=2)=[CH:10][C:9]=1[NH2:23])([CH3:4])([CH3:2])[CH3:3], predict the reactants needed to synthesize it. The reactants are: [C:1]([O:5][C:6](=[O:26])[NH:7][C:8]1[CH:13]=[CH:12][C:11]([C:14]#[C:15][C:16]2[CH:21]=[CH:20][C:19]([F:22])=[CH:18][CH:17]=2)=[CH:10][C:9]=1[N+:23]([O-])=O)([CH3:4])([CH3:3])[CH3:2].O.O.Cl[Sn]Cl. (2) Given the product [CH3:55][C:54]1([CH3:56])[C:57]2[C:62](=[CH:61][CH:60]=[CH:59][CH:58]=2)[CH:46]([C:47]([O:49][C:50]([CH3:53])([CH3:52])[CH3:51])=[O:48])[N:45]1[C:43]([O:42][CH2:35][C:36]1[CH:41]=[CH:40][CH:39]=[CH:38][CH:37]=1)=[O:44], predict the reactants needed to synthesize it. The reactants are: CN(C1C(C2C(P(C3C=CC=CC=3)C3C=CC=CC=3)=CC=CC=2)=CC=CC=1)C.[Li].[O-]CCCC.[CH2:35]([O:42][C:43]([N:45]([C:54]([C:57]1[CH:62]=[CH:61][CH:60]=[CH:59][C:58]=1Br)([CH3:56])[CH3:55])[CH2:46][C:47]([O:49][C:50]([CH3:53])([CH3:52])[CH3:51])=[O:48])=[O:44])[C:36]1[CH:41]=[CH:40][CH:39]=[CH:38][CH:37]=1. (3) Given the product [OH:42][C:27]1[C:26](=[O:25])[N:15]([C:16]2[N:17]=[N:18][C:19]([CH3:22])=[CH:20][CH:21]=2)[CH:11]([C:10]2[CH:13]=[CH:14][C:7]([CH2:6][N:2]3[N:3]=[N:4][CH:5]=[N:1]3)=[CH:8][CH:9]=2)[C:28]=1[C:29](=[O:41])[C:30]1[CH:31]=[CH:32][C:33]([O:36][C:37]([F:39])([F:40])[F:38])=[CH:34][CH:35]=1, predict the reactants needed to synthesize it. The reactants are: [N:1]1[N:2]([CH2:6][C:7]2[CH:14]=[CH:13][C:10]([CH:11]=O)=[CH:9][CH:8]=2)[N:3]=[N:4][CH:5]=1.[NH2:15][C:16]1[N:17]=[N:18][C:19]([CH3:22])=[CH:20][CH:21]=1.C([O:25][C:26](=O)[C:27]([OH:42])=[CH:28][C:29](=[O:41])[C:30]1[CH:35]=[CH:34][C:33]([O:36][C:37]([F:40])([F:39])[F:38])=[CH:32][CH:31]=1)C. (4) Given the product [C:1]([O:5][C:6](=[O:26])[N:7]([CH2:15][C:16]1[CH:17]=[CH:18][C:19]([N:22]([CH:23]2[CH2:25][CH2:24]2)[CH2:27][CH3:28])=[CH:20][CH:21]=1)[C:8]1[CH:9]=[CH:10][C:11]([F:14])=[CH:12][CH:13]=1)([CH3:4])([CH3:2])[CH3:3], predict the reactants needed to synthesize it. The reactants are: [C:1]([O:5][C:6](=[O:26])[N:7]([CH2:15][C:16]1[CH:21]=[CH:20][C:19]([NH:22][CH:23]2[CH2:25][CH2:24]2)=[CH:18][CH:17]=1)[C:8]1[CH:13]=[CH:12][C:11]([F:14])=[CH:10][CH:9]=1)([CH3:4])([CH3:3])[CH3:2].[CH:27](=O)[CH3:28].C(O)(=O)C.C(O[BH-](OC(=O)C)OC(=O)C)(=O)C.[Na+].[OH-].[Na+]. (5) Given the product [N+:18]([C:15]1[CH:16]=[CH:17][C:12]([N:9]2[CH2:8][CH2:7][CH:6]([C:4]([OH:5])=[O:3])[CH2:11][CH2:10]2)=[CH:13][CH:14]=1)([O-:20])=[O:19], predict the reactants needed to synthesize it. The reactants are: C([O:3][C:4]([CH:6]1[CH2:11][CH2:10][N:9]([C:12]2[CH:17]=[CH:16][C:15]([N+:18]([O-:20])=[O:19])=[CH:14][CH:13]=2)[CH2:8][CH2:7]1)=[O:5])C.[OH-].[Na+].O.Cl. (6) Given the product [CH2:1]([C@H:8]([NH:21][C:22]([C@@H:24]([NH:34][C:35]([C@@H:37]([NH:39][C:40]([C:42]1[CH:47]=[N:46][CH:45]=[CH:44][N:43]=1)=[O:41])[CH3:38])=[O:36])[CH2:25][C:26]1[CH:27]=[CH:28][C:29]([O:32][CH3:33])=[CH:30][CH:31]=1)=[O:23])[C:9]([C:11](=[O:20])[NH:12][CH2:13][C:14]1[CH:19]=[CH:18][CH:17]=[CH:16][CH:15]=1)=[O:10])[C:2]1[CH:7]=[CH:6][CH:5]=[CH:4][CH:3]=1, predict the reactants needed to synthesize it. The reactants are: [CH2:1]([C@H:8]([NH:21][C:22]([C@@H:24]([NH:34][C:35]([C@@H:37]([NH:39][C:40]([C:42]1[CH:47]=[N:46][CH:45]=[CH:44][N:43]=1)=[O:41])[CH3:38])=[O:36])[CH2:25][C:26]1[CH:31]=[CH:30][C:29]([O:32][CH3:33])=[CH:28][CH:27]=1)=[O:23])[CH:9]([C:11](=[O:20])[NH:12][CH2:13][C:14]1[CH:19]=[CH:18][CH:17]=[CH:16][CH:15]=1)[OH:10])[C:2]1[CH:7]=[CH:6][CH:5]=[CH:4][CH:3]=1.CC(OI1(OC(C)=O)(OC(C)=O)OC(=O)C2C=CC=CC1=2)=O. (7) Given the product [F:18][C:19]1[CH:24]=[C:23]([N+:25]([O-:27])=[O:26])[CH:22]=[CH:21][C:20]=1[O:28][C:2]1[CH:7]=[CH:6][N:5]=[C:4]2[CH:8]=[C:9]([S:11]([N:14]([O:16][CH3:17])[CH3:15])(=[O:13])=[O:12])[S:10][C:3]=12, predict the reactants needed to synthesize it. The reactants are: Cl[C:2]1[CH:7]=[CH:6][N:5]=[C:4]2[CH:8]=[C:9]([S:11]([N:14]([O:16][CH3:17])[CH3:15])(=[O:13])=[O:12])[S:10][C:3]=12.[F:18][C:19]1[CH:24]=[C:23]([N+:25]([O-:27])=[O:26])[CH:22]=[CH:21][C:20]=1[OH:28].C([O-])([O-])=O.[K+].[K+].